From a dataset of Forward reaction prediction with 1.9M reactions from USPTO patents (1976-2016). Predict the product of the given reaction. (1) The product is: [F:42][C:43]1[CH:52]=[CH:51][C:50]([F:53])=[CH:49][C:44]=1[O:45][CH2:46][CH2:47][O:48][CH2:2][C:3]1[CH:8]=[CH:7][C:6]([CH:9]2[CH2:14][CH2:13][N:12]([C:15]([O:17][CH2:18][C:19]3[CH:24]=[CH:23][CH:22]=[CH:21][CH:20]=3)=[O:16])[CH2:11][CH:10]2[O:25][CH2:26][C:27]2[CH:28]=[CH:29][C:30]3[O:35][CH2:34][CH2:33][N:32]([CH2:36][CH2:37][CH2:38][O:39][CH3:40])[C:31]=3[CH:41]=2)=[CH:5][CH:4]=1. Given the reactants Cl[CH2:2][C:3]1[CH:8]=[CH:7][C:6]([CH:9]2[CH2:14][CH2:13][N:12]([C:15]([O:17][CH2:18][C:19]3[CH:24]=[CH:23][CH:22]=[CH:21][CH:20]=3)=[O:16])[CH2:11][CH:10]2[O:25][CH2:26][C:27]2[CH:28]=[CH:29][C:30]3[O:35][CH2:34][CH2:33][N:32]([CH2:36][CH2:37][CH2:38][O:39][CH3:40])[C:31]=3[CH:41]=2)=[CH:5][CH:4]=1.[F:42][C:43]1[CH:52]=[CH:51][C:50]([F:53])=[CH:49][C:44]=1[O:45][CH2:46][CH2:47][OH:48].[H-].[Na+].C(=O)([O-])O.[Na+], predict the reaction product. (2) Given the reactants C([O:8][C:9](=[O:20])[CH2:10][NH:11][C:12]([N:14]1[CH2:19][CH2:18][O:17][CH2:16][CH2:15]1)=[O:13])C1C=CC=CC=1, predict the reaction product. The product is: [O:17]1[CH2:18][CH2:19][N:14]([C:12]([NH:11][CH2:10][C:9]([OH:20])=[O:8])=[O:13])[CH2:15][CH2:16]1.